From a dataset of Forward reaction prediction with 1.9M reactions from USPTO patents (1976-2016). Predict the product of the given reaction. Given the reactants [CH3:1][NH:2][CH2:3][C:4]1[CH:9]=[CH:8][C:7]([C:10]([N:12]2[CH2:18][C:17]3([CH3:20])[CH2:19][CH:13]2[CH2:14][C:15]([CH3:22])([CH3:21])[CH2:16]3)=[O:11])=[CH:6][CH:5]=1.[N:23]1([C:29](Cl)=[O:30])[CH2:28][CH2:27][CH2:26][CH2:25][CH2:24]1, predict the reaction product. The product is: [CH3:1][N:2]([CH2:3][C:4]1[CH:9]=[CH:8][C:7]([C:10]([N:12]2[CH2:18][C:17]3([CH3:20])[CH2:19][CH:13]2[CH2:14][C:15]([CH3:22])([CH3:21])[CH2:16]3)=[O:11])=[CH:6][CH:5]=1)[C:29]([N:23]1[CH2:28][CH2:27][CH2:26][CH2:25][CH2:24]1)=[O:30].